This data is from Catalyst prediction with 721,799 reactions and 888 catalyst types from USPTO. The task is: Predict which catalyst facilitates the given reaction. (1) Reactant: [OH:1][C:2]1[CH:10]=[CH:9][C:5]([C:6]([OH:8])=O)=[CH:4][C:3]=1[CH3:11].[C:12](=O)([O-])[O-].[K+].[K+].Br[CH2:19][CH3:20].CN(C)[CH:23]=[O:24]. Product: [CH2:19]([O:1][C:2]1[CH:10]=[CH:9][C:5]([C:6]([O:24][CH2:23][CH3:12])=[O:8])=[CH:4][C:3]=1[CH3:11])[CH3:20]. The catalyst class is: 809. (2) Reactant: [F:1][C:2]1[C:3]([O:11][C:12]2[C:17]([O:18][CH3:19])=[CH:16][CH:15]=[CH:14][C:13]=2[F:20])=[C:4]([CH:8]=[CH:9][CH:10]=1)C(O)=O.[C:21](Cl)(=[O:25])C(Cl)=O.[N-:27]=[N+]=[N-].[Na+].[NH2:31][C:32]1[S:33][CH:34]=[CH:35][N:36]=1. Product: [F:1][C:2]1[C:3]([O:11][C:12]2[C:17]([O:18][CH3:19])=[CH:16][CH:15]=[CH:14][C:13]=2[F:20])=[C:4]([NH:27][C:21]([NH:31][C:32]2[S:33][CH:34]=[CH:35][N:36]=2)=[O:25])[CH:8]=[CH:9][CH:10]=1. The catalyst class is: 26.